From a dataset of Reaction yield outcomes from USPTO patents with 853,638 reactions. Predict the reaction yield, written as a fraction of the theoretical maximum amount of product (1.0 means a 100% yield; for example, 0.34 means a 34% yield). The reactants are [CH2:1]([S:4][C@:5]1([C:24]2[CH:29]=[CH:28][C:27]([C:30]3[CH:35]=[CH:34][CH:33]=[CH:32][CH:31]=3)=[CH:26][CH:25]=2)[CH2:9][N:8](C(OCC2C=CC=CC=2)=O)[C@H:7]([C:20]([O:22][CH3:23])=[O:21])[CH2:6]1)[CH:2]=[CH2:3].I[Si](C)(C)C.CO. The catalyst is C(#N)C. The product is [CH2:1]([S:4][C@:5]1([C:24]2[CH:25]=[CH:26][C:27]([C:30]3[CH:35]=[CH:34][CH:33]=[CH:32][CH:31]=3)=[CH:28][CH:29]=2)[CH2:9][NH:8][C@H:7]([C:20]([O:22][CH3:23])=[O:21])[CH2:6]1)[CH:2]=[CH2:3]. The yield is 0.495.